Dataset: Full USPTO retrosynthesis dataset with 1.9M reactions from patents (1976-2016). Task: Predict the reactants needed to synthesize the given product. (1) Given the product [CH2:14]([N:7]([CH2:6][CH2:22][CH3:23])[CH2:8][CH2:9][CH2:10][CH2:11][NH2:12])[CH2:15][CH3:16], predict the reactants needed to synthesize it. The reactants are: C(O[C:6](=O)[NH:7][CH2:8][CH2:9][CH2:10][CH2:11][NH2:12])(C)(C)C.[CH:14](=O)[CH2:15][CH3:16].C([BH3-])#N.[Na+].[C:22](OC)(OC)(OC)[CH3:23]. (2) Given the product [CH2:1]([O:3][C:4](=[O:44])[CH2:5][C:6]1[C:7]([CH2:12][CH2:13][C:14]2[C:19]([C:20]([F:23])([F:21])[F:22])=[CH:18][N:17]=[C:16]([NH:24][C:25]3[CH:30]=[CH:29][C:28]([CH:31]4[CH2:32][CH2:33][N:34]([C:37]([O:39][C:40]([CH3:43])([CH3:42])[CH3:41])=[O:38])[CH2:35][CH2:36]4)=[CH:27][CH:26]=3)[N:15]=2)=[N:8][CH:9]=[CH:10][N:11]=1)[CH3:2], predict the reactants needed to synthesize it. The reactants are: [CH2:1]([O:3][C:4](=[O:44])[CH2:5][C:6]1[C:7]([C:12]#[C:13][C:14]2[C:19]([C:20]([F:23])([F:22])[F:21])=[CH:18][N:17]=[C:16]([NH:24][C:25]3[CH:30]=[CH:29][C:28]([CH:31]4[CH2:36][CH2:35][N:34]([C:37]([O:39][C:40]([CH3:43])([CH3:42])[CH3:41])=[O:38])[CH2:33][CH2:32]4)=[CH:27][CH:26]=3)[N:15]=2)=[N:8][CH:9]=[CH:10][N:11]=1)[CH3:2].C(N(CC)CC)C. (3) Given the product [F:28][CH:2]([F:1])[O:3][C:4]1[CH:9]=[CH:8][CH:7]=[CH:6][C:5]=1[C:10](=[O:27])[CH2:11][CH2:12][C:13]1[N:14]=[C:15]([C:18]2[CH:23]=[CH:22][C:21]([O:24][CH3:25])=[C:20]([O:26][CH:30]([CH3:32])[CH3:31])[CH:19]=2)[O:16][CH:17]=1, predict the reactants needed to synthesize it. The reactants are: [F:1][CH:2]([F:28])[O:3][C:4]1[CH:9]=[CH:8][CH:7]=[CH:6][C:5]=1[C:10](=[O:27])[CH2:11][CH2:12][C:13]1[N:14]=[C:15]([C:18]2[CH:23]=[CH:22][C:21]([O:24][CH3:25])=[C:20]([OH:26])[CH:19]=2)[O:16][CH:17]=1.Br[CH:30]([CH3:32])[CH3:31]. (4) Given the product [CH2:21]([NH:1][CH2:2][CH2:3][NH:4][C:5]([CH:7]1[CH2:8][CH2:9][N:10]([C:13]2[C:14]([Cl:20])=[CH:15][N:16]=[CH:17][C:18]=2[Cl:19])[CH2:11][CH2:12]1)=[O:6])[C:22]1[CH:27]=[CH:26][CH:25]=[CH:24][CH:23]=1, predict the reactants needed to synthesize it. The reactants are: [NH2:1][CH2:2][CH2:3][NH:4][C:5]([CH:7]1[CH2:12][CH2:11][N:10]([C:13]2[C:18]([Cl:19])=[CH:17][N:16]=[CH:15][C:14]=2[Cl:20])[CH2:9][CH2:8]1)=[O:6].[CH:21](=O)[C:22]1[CH:27]=[CH:26][CH:25]=[CH:24][CH:23]=1.C([BH3-])#N.[Na+].